From a dataset of Peptide-MHC class II binding affinity with 134,281 pairs from IEDB. Regression. Given a peptide amino acid sequence and an MHC pseudo amino acid sequence, predict their binding affinity value. This is MHC class II binding data. (1) The peptide sequence is KMIGGIGGFIKVRQYDQITI. The MHC is HLA-DQA10401-DQB10402 with pseudo-sequence HLA-DQA10401-DQB10402. The binding affinity (normalized) is 0.348. (2) The peptide sequence is PGESRHTSDHMSIYK. The MHC is HLA-DQA10501-DQB10201 with pseudo-sequence HLA-DQA10501-DQB10201. The binding affinity (normalized) is 0. (3) The peptide sequence is QGVADAYITLVTLPK. The MHC is DRB1_1501 with pseudo-sequence DRB1_1501. The binding affinity (normalized) is 0.588. (4) The peptide sequence is ALEDDLLNRNNSFKP. The MHC is DRB1_1302 with pseudo-sequence DRB1_1302. The binding affinity (normalized) is 0.257. (5) The peptide sequence is GYKDWILWISFAISC. The MHC is DRB1_0101 with pseudo-sequence DRB1_0101. The binding affinity (normalized) is 0.186. (6) The peptide sequence is GKAKGSRAIWYMWLG. The MHC is DRB3_0101 with pseudo-sequence DRB3_0101. The binding affinity (normalized) is 0.288.